Dataset: Full USPTO retrosynthesis dataset with 1.9M reactions from patents (1976-2016). Task: Predict the reactants needed to synthesize the given product. (1) Given the product [NH2:1][C:2]1[C:7]([C:8]([NH2:9])=[O:15])=[N:6][C:5]([C:10]([F:13])([F:11])[F:12])=[CH:4][CH:3]=1, predict the reactants needed to synthesize it. The reactants are: [NH2:1][C:2]1[CH:3]=[CH:4][C:5]([C:10]([F:13])([F:12])[F:11])=[N:6][C:7]=1[C:8]#[N:9].S(=O)(=O)(O)[OH:15]. (2) The reactants are: [N:1]1([CH2:7][C:8]2[CH:13]=[C:12]([C:14]([F:17])([F:16])[F:15])[CH:11]=[CH:10][C:9]=2B(O)O)[CH2:6][CH2:5][CH2:4][CH2:3][CH2:2]1.Cl[C:22]1[N:27]=[CH:26][N:25]=[C:24]([NH:28][C:29]2[CH:30]=[CH:31][CH:32]=[C:33]3[C:38]=2[CH2:37][CH:36]([OH:39])[CH2:35][CH2:34]3)[CH:23]=1.C([O-])([O-])=O.[Na+].[Na+].O.C(COC)OC. Given the product [N:1]1([CH2:7][C:8]2[CH:13]=[C:12]([C:14]([F:17])([F:16])[F:15])[CH:11]=[CH:10][C:9]=2[C:22]2[N:27]=[CH:26][N:25]=[C:24]([NH:28][C:29]3[CH:30]=[CH:31][CH:32]=[C:33]4[C:38]=3[CH2:37][CH:36]([OH:39])[CH2:35][CH2:34]4)[CH:23]=2)[CH2:6][CH2:5][CH2:4][CH2:3][CH2:2]1, predict the reactants needed to synthesize it.